Task: Predict the reaction yield, written as a fraction of the theoretical maximum amount of product (1.0 means a 100% yield; for example, 0.34 means a 34% yield).. Dataset: Reaction yield outcomes from USPTO patents with 853,638 reactions (1) The reactants are F[C:2]1[CH:27]=[CH:26][CH:25]=[CH:24][C:3]=1[CH2:4][NH:5][C:6]([C@H:8]1[CH2:13][CH2:12][C@@H:11]([CH2:14][C:15]2[NH:19][C:18]3[CH:20]=[CH:21][CH:22]=[CH:23][C:17]=3[N:16]=2)[CH2:10][CH2:9]1)=[O:7].C(Cl)CCl.C1C=NC2N(O)N=NC=2C=1.C(N)C1C=CC=CC=1. The catalyst is CN(C=O)C. The product is [CH2:4]([NH:5][C:6]([C@H:8]1[CH2:9][CH2:10][C@H:11]([CH2:14][C:15]2[NH:16][C:17]3[CH:23]=[CH:22][CH:21]=[CH:20][C:18]=3[N:19]=2)[CH2:12][CH2:13]1)=[O:7])[C:3]1[CH:24]=[CH:25][CH:26]=[CH:27][CH:2]=1. The yield is 0.670. (2) The reactants are [F:1][C:2]1[CH:3]=[CH:4][C:5]2[NH:9][C:8](=[O:10])[N:7]([CH:11]3[CH2:16][CH2:15][N:14]([C:17]4([CH3:29])[CH2:21][CH2:20][N:19]([C:22]([O:24][C:25](C)(C)[CH3:26])=[O:23])[CH2:18]4)[CH2:13][CH2:12]3)[C:6]=2[CH:30]=1.C(Cl)(=O)OCC. No catalyst specified. The product is [F:1][C:2]1[CH:3]=[CH:4][C:5]2[NH:9][C:8](=[O:10])[N:7]([CH:11]3[CH2:12][CH2:13][N:14]([C:17]4([CH3:29])[CH2:21][CH2:20][N:19]([C:22]([O:24][CH2:25][CH3:26])=[O:23])[CH2:18]4)[CH2:15][CH2:16]3)[C:6]=2[CH:30]=1. The yield is 0.575. (3) The reactants are [CH2:1]1O[C:4]([N:8]2[CH2:14][CH:13]3[CH2:15][CH:10]([CH2:11][C:12]3=[O:16])[CH2:9]2)([O:5]CC)[O:3][CH2:2]1. The catalyst is S(=O)(=O)(O)O. The product is [O:16]=[C:12]1[CH2:11][CH:10]2[CH2:15][CH:13]1[CH2:14][N:8]([C:4]([O:3][CH2:2][CH3:1])=[O:5])[CH2:9]2. The yield is 0.640. (4) The reactants are Br[C:2]1[CH:7]=[CH:6][N:5]2[CH:8]=[C:9]([C:11]3[CH:16]=[CH:15][C:14]([O:17][CH2:18][F:19])=[CH:13][CH:12]=3)[N:10]=[C:4]2[CH:3]=1.[OH-].[NH4+:21]. The catalyst is CN1CCCC1=O.ClCCl.[Cu-]=O. The product is [F:19][CH2:18][O:17][C:14]1[CH:15]=[CH:16][C:11]([C:9]2[N:10]=[C:4]3[CH:3]=[C:2]([NH2:21])[CH:7]=[CH:6][N:5]3[CH:8]=2)=[CH:12][CH:13]=1. The yield is 0.190. (5) The reactants are CO[C:3](=[O:12])[C:4]1[CH:9]=[CH:8][CH:7]=[CH:6][C:5]=1[CH2:10]Br.[F:13][C:14]([F:31])([F:30])[C:15]1[CH:29]=[CH:28][C:18]([O:19][C:20]2[CH:27]=[CH:26][C:23]([CH2:24][NH2:25])=[CH:22][CH:21]=2)=[CH:17][CH:16]=1.C([O-])([O-])=O.[K+].[K+].C(OCC)(=O)C. The catalyst is C1(C)C=CC=CC=1.CCCCCC. The product is [F:13][C:14]([F:30])([F:31])[C:15]1[CH:29]=[CH:28][C:18]([O:19][C:20]2[CH:27]=[CH:26][C:23]([CH2:24][N:25]3[CH2:10][C:5]4[C:4](=[CH:9][CH:8]=[CH:7][CH:6]=4)[C:3]3=[O:12])=[CH:22][CH:21]=2)=[CH:17][CH:16]=1. The yield is 0.600. (6) The reactants are [CH3:1][O:2][C:3](=[O:11])[C:4](=[CH2:10])[CH:5]([OH:9])[CH2:6][CH2:7][CH3:8].[C:12](OC(=O)C)(=[O:14])[CH3:13].Cl. The catalyst is CN(C1C=CN=CC=1)C.C1(C)C=CC=CC=1. The product is [CH3:1][O:2][C:3](=[O:11])[C:4](=[CH2:10])[CH:5]([O:9][C:12](=[O:14])[CH3:13])[CH2:6][CH2:7][CH3:8]. The yield is 0.975. (7) The reactants are Cl.Cl[CH2:3][C:4]1[CH:13]=[CH:12][C:11]2[C:6](=[CH:7][CH:8]=[CH:9][CH:10]=2)[N:5]=1.C(=O)([O-])[O-].[K+].[K+].[N:20]1(C(OC(C)(C)C)=O)[CH2:25][CH2:24][NH:23][CH2:22][CH2:21]1. The catalyst is CC(C)=O. The product is [N:20]1([CH2:3][C:4]2[CH:13]=[CH:12][C:11]3[C:6](=[CH:7][CH:8]=[CH:9][CH:10]=3)[N:5]=2)[CH2:25][CH2:24][NH:23][CH2:22][CH2:21]1. The yield is 0.920. (8) The reactants are [CH2:1]([O:3][C:4]([C:6]1[C:10]([N+:11]([O-])=O)=[CH:9][NH:8][N:7]=1)=[O:5])[CH3:2]. The catalyst is CCO.[Pd]. The product is [CH2:1]([O:3][C:4]([C:6]1[C:10]([NH2:11])=[CH:9][NH:8][N:7]=1)=[O:5])[CH3:2]. The yield is 0.980.